From a dataset of Full USPTO retrosynthesis dataset with 1.9M reactions from patents (1976-2016). Predict the reactants needed to synthesize the given product. Given the product [CH3:11][CH2:12][CH2:13][CH2:18][CH2:19][CH2:20][CH3:21].[CH2:1]([OH:5])[CH3:2], predict the reactants needed to synthesize it. The reactants are: [C:1]([O:5]C(=O)NC1CO[CH2:11][CH2:12][C@:13]([C:18]2C=C(NC(C3C=CC(C#N)=CN=3)=O)[CH:21]=[CH:20][C:19]=2F)(C(F)F)N=1)(C)(C)[CH3:2].